From a dataset of Catalyst prediction with 721,799 reactions and 888 catalyst types from USPTO. Predict which catalyst facilitates the given reaction. Reactant: [C:1]([C:4]1[N:9]=[C:8]([C:10]2[CH:15]=[CH:14][C:13](B(O)O)=[CH:12][CH:11]=2)[C:7]([CH3:19])=[N:6][C:5]=1[CH3:20])(=[O:3])[NH2:2].[F:21][C:22]([F:43])([F:42])[C:23]1[CH:24]=[C:25]([CH2:37][C:38]([O:40]C)=[O:39])[CH:26]=[CH:27][C:28]=1OS(C(F)(F)F)(=O)=O.C(=O)([O-])[O-].[Na+].[Na+].[Cl-].[Li+].Cl. Product: [C:1]([C:4]1[N:9]=[C:8]([C:10]2[CH:15]=[CH:14][C:13]([C:28]3[CH:27]=[CH:26][C:25]([CH2:37][C:38]([OH:40])=[O:39])=[CH:24][C:23]=3[C:22]([F:21])([F:42])[F:43])=[CH:12][CH:11]=2)[C:7]([CH3:19])=[N:6][C:5]=1[CH3:20])(=[O:3])[NH2:2]. The catalyst class is: 104.